Dataset: Peptide-MHC class I binding affinity with 185,985 pairs from IEDB/IMGT. Task: Regression. Given a peptide amino acid sequence and an MHC pseudo amino acid sequence, predict their binding affinity value. This is MHC class I binding data. (1) The peptide sequence is GRYSVRYVR. The MHC is HLA-B35:01 with pseudo-sequence HLA-B35:01. The binding affinity (normalized) is 0.0847. (2) The peptide sequence is FLLAQFTSAI. The MHC is HLA-A02:02 with pseudo-sequence HLA-A02:02. The binding affinity (normalized) is 0.883. (3) The peptide sequence is FTSAICSVVR. The binding affinity (normalized) is 0.311. The MHC is Patr-A0101 with pseudo-sequence Patr-A0101. (4) The binding affinity (normalized) is 0.323. The MHC is HLA-A03:01 with pseudo-sequence HLA-A03:01. The peptide sequence is QTTVNTLSER.